From a dataset of Full USPTO retrosynthesis dataset with 1.9M reactions from patents (1976-2016). Predict the reactants needed to synthesize the given product. (1) Given the product [CH2:1]([C:8]1[C:9](=[O:27])[CH2:10][CH2:11][C:12]2([CH2:23][CH2:24][CH2:25][CH3:26])[C:20]=1[C:19]1[C:14](=[CH:15][C:16]([OH:21])=[CH:17][CH:18]=1)[CH2:13]2)[C:2]1[CH:3]=[CH:4][CH:5]=[CH:6][CH:7]=1, predict the reactants needed to synthesize it. The reactants are: [CH2:1]([C:8]1[C:9](=[O:27])[CH2:10][CH2:11][C:12]2([CH2:23][CH2:24][CH2:25][CH3:26])[C:20]=1[C:19]1[C:14](=[CH:15][C:16]([O:21]C)=[CH:17][CH:18]=1)[CH2:13]2)[C:2]1[CH:7]=[CH:6][CH:5]=[CH:4][CH:3]=1.B(Br)(Br)Br. (2) Given the product [F:24][C:8]1[C:7]2[O:6][C:5]3[C:14](=[CH:15][C:2]([C:31]4[C:26]([F:25])=[N:27][CH:28]=[CH:29][CH:30]=4)=[CH:3][CH:4]=3)[C@@:13]3([CH2:20][CH2:19][O:18][C:17]([NH2:21])=[N:16]3)[C:12]=2[CH:11]=[C:10]([O:22][CH2:23][C:42]([F:45])([CH3:43])[CH3:41])[CH:9]=1, predict the reactants needed to synthesize it. The reactants are: Br[C:2]1[CH:15]=[C:14]2[C:5]([O:6][C:7]3[C:8]([F:24])=[CH:9][C:10]([O:22][CH3:23])=[CH:11][C:12]=3[C@@:13]32[CH2:20][CH2:19][O:18][C:17]([NH2:21])=[N:16]3)=[CH:4][CH:3]=1.[F:25][C:26]1[C:31](B(O)O)=[CH:30][CH:29]=[CH:28][N:27]=1.FC(F)(F)S(O[CH2:41][C:42]([F:45])(C)[CH3:43])(=O)=O. (3) The reactants are: [Cl:1][C:2]1[CH:3]=[CH:4][C:5]([O:11][CH2:12][CH:13]([O:15][CH3:16])C)=[C:6]([CH:10]=1)[C:7]([OH:9])=[O:8].[CH3:17][N:18]([CH3:25])[CH2:19]COCCO. Given the product [Cl:1][C:2]1[CH:3]=[CH:4][C:5]([O:11][CH2:12][CH2:13][O:15][CH2:16][CH2:17][N:18]([CH3:25])[CH3:19])=[C:6]([CH:10]=1)[C:7]([OH:9])=[O:8], predict the reactants needed to synthesize it. (4) Given the product [Cl:19][C:12]1[CH:11]=[CH:10][N:9]=[C:8]2[NH:14][C:5]([C:2]3([CH3:1])[CH2:4][CH2:3]3)=[CH:6][C:7]=12, predict the reactants needed to synthesize it. The reactants are: [CH3:1][C:2]1([C:5]2[NH:14][C:8]3=[N+:9]([O-])[CH:10]=[CH:11][CH:12]=[C:7]3[CH:6]=2)[CH2:4][CH2:3]1.CS([Cl:19])(=O)=O.O.[OH-].[Na+]. (5) Given the product [CH2:29]([C:10]1[CH:9]=[C:8]([F:11])[CH:7]=[C:6]([C:12]2[CH:17]=[CH:16][CH:15]=[CH:14][C:13]=2[C:18]2[CH:19]=[CH:20][CH:21]=[CH:22][CH:23]=2)[C:5]=1[OH:4])[CH:24]=[CH2:25], predict the reactants needed to synthesize it. The reactants are: C([O:4][C:5]1[CH:10]=[CH:9][C:8]([F:11])=[CH:7][C:6]=1[C:12]1[CH:17]=[CH:16][CH:15]=[CH:14][C:13]=1[C:18]1[CH:23]=[CH:22][CH:21]=[CH:20][CH:19]=1)C=C.[C:24]1(C)[CH:29]=C(C)C=C(C)[CH:25]=1.